This data is from Full USPTO retrosynthesis dataset with 1.9M reactions from patents (1976-2016). The task is: Predict the reactants needed to synthesize the given product. (1) Given the product [C:28]([C:24]1[CH:25]=[CH:26][CH:27]=[C:21]([CH3:20])[C:22]=1[NH:23][C:13](=[O:15])[CH2:12][N:11]1[C:10]2[CH:16]=[CH:17][CH:18]=[CH:19][C:9]=2[N:8]=[C:7]1[C:1]1[CH:2]=[CH:3][CH:4]=[CH:5][CH:6]=1)([CH3:31])([CH3:30])[CH3:29], predict the reactants needed to synthesize it. The reactants are: [C:1]1([C:7]2[N:11]([CH2:12][C:13]([OH:15])=O)[C:10]3[CH:16]=[CH:17][CH:18]=[CH:19][C:9]=3[N:8]=2)[CH:6]=[CH:5][CH:4]=[CH:3][CH:2]=1.[CH3:20][C:21]1[CH:27]=[CH:26][CH:25]=[C:24]([C:28]([CH3:31])([CH3:30])[CH3:29])[C:22]=1[NH2:23].CN(C(ON1N=NC2C=CC=NC1=2)=[N+](C)C)C.F[P-](F)(F)(F)(F)F. (2) Given the product [ClH:1].[Br:2][C:3]1[CH:8]=[CH:7][CH:6]=[C:5]2[C:4]=1[NH:9][C:12]1[CH2:13][CH:14]3[NH:19][CH:17]([C:18]2=1)[CH2:16][CH2:15]3, predict the reactants needed to synthesize it. The reactants are: [ClH:1].[Br:2][C:3]1[CH:8]=[CH:7][CH:6]=[CH:5][C:4]=1[NH:9]N.O=[C:12]1[CH2:18][CH:17]2[N:19](C(OC(C)(C)C)=O)[CH:14]([CH2:15][CH2:16]2)[CH2:13]1. (3) Given the product [CH3:9][C:5]([CH3:10])([CH2:6][O:7][CH3:8])[C:4]([OH:11])=[O:3], predict the reactants needed to synthesize it. The reactants are: C([O:3][C:4](=[O:11])[C:5]([CH3:10])([CH3:9])[CH2:6][O:7][CH3:8])C.[Li+].[OH-].